Dataset: Full USPTO retrosynthesis dataset with 1.9M reactions from patents (1976-2016). Task: Predict the reactants needed to synthesize the given product. (1) Given the product [CH2:8]([C:6]1[N:5]([C:11]2[CH:12]=[CH:13][C:14]([O:17][CH2:18][C:19]([F:22])([F:20])[F:21])=[CH:15][CH:16]=2)[C:4](=[O:23])[C:3]2[CH2:26][CH2:25][C:24](=[O:27])[NH:1][C:2]=2[N:7]=1)[CH2:9][CH3:10], predict the reactants needed to synthesize it. The reactants are: [NH2:1][C:2]1[N:7]=[C:6]([CH2:8][CH2:9][CH3:10])[N:5]([C:11]2[CH:16]=[CH:15][C:14]([O:17][CH2:18][C:19]([F:22])([F:21])[F:20])=[CH:13][CH:12]=2)[C:4](=[O:23])[CH:3]=1.[C:24](Cl)(=[O:27])[CH:25]=[CH2:26].C(=O)([O-])[O-].[K+].[K+].[Cl-].[NH4+]. (2) Given the product [O:36]1[C:37]2[CH:38]=[CH:39][C:40](/[CH:41]=[CH:6]/[C:5](=[O:7])[CH2:4][C:1](=[O:3])/[CH:2]=[CH:23]/[C:21]3[CH:20]=[CH:19][C:18]4[O:13][CH2:14][CH2:15][O:16][C:17]=4[CH:22]=3)=[CH:57][C:56]=2[O:55][CH2:52][CH2:53]1, predict the reactants needed to synthesize it. The reactants are: [C:1]([CH2:4][C:5](=[O:7])[CH3:6])(=[O:3])[CH3:2].B(OB=O)=O.[O:13]1[C:18]2[CH:19]=[CH:20][C:21]([CH:23]=O)=[CH:22][C:17]=2[O:16][CH2:15][CH2:14]1.B([O:36][CH2:37][CH2:38][CH2:39][CH3:40])(OCCCC)OCCCC.[CH2:41](N)CCC.Cl.C([O-])(O)=O.[Na+].[C:52]([O:55][CH2:56][CH3:57])(=O)[CH3:53]. (3) The reactants are: C(OC(=O)[NH:7][C:8]1[N:9]([CH3:26])[C:10](=[O:25])[C:11]([CH3:24])([CH3:23])[C@:12]([C:15]2[CH:20]=[C:19](Br)[CH:18]=[CH:17][C:16]=2[F:22])([CH3:14])[N:13]=1)(C)(C)C.[CH3:28][C:29]1[CH:30]=[CH:31][C:32]([NH2:35])=[CH:33][CH:34]=1. Given the product [NH2:7][C:8]1[N:9]([CH3:26])[C:10](=[O:25])[C:11]([CH3:24])([CH3:23])[C@:12]([C:15]2[CH:20]=[C:19]([NH:35][C:32]3[CH:33]=[CH:34][C:29]([CH3:28])=[CH:30][CH:31]=3)[CH:18]=[CH:17][C:16]=2[F:22])([CH3:14])[N:13]=1, predict the reactants needed to synthesize it. (4) Given the product [N:24]([CH:19]([C:9]1[N:8]([CH2:1][C:2]2[CH:7]=[CH:6][CH:5]=[CH:4][CH:3]=2)[C:17](=[O:18])[C:16]2[C:11](=[N:12][CH:13]=[CH:14][N:15]=2)[N:10]=1)[CH:20]([CH3:22])[CH3:21])=[N+:25]=[N-:26], predict the reactants needed to synthesize it. The reactants are: [CH2:1]([N:8]1[C:17](=[O:18])[C:16]2[C:11](=[N:12][CH:13]=[CH:14][N:15]=2)[N:10]=[C:9]1[CH:19](Br)[CH:20]([CH3:22])[CH3:21])[C:2]1[CH:7]=[CH:6][CH:5]=[CH:4][CH:3]=1.[N-:24]=[N+:25]=[N-:26].[Na+]. (5) Given the product [C:1]([O:5][C:6]([N:8]1[CH2:13][CH2:12][N:11]([C:14]2[CH:19]=[CH:18][CH:17]=[CH:16][C:15]=2[O:20][CH:21]2[CH2:22][N:23]([CH3:25])[CH2:24]2)[CH2:10][CH2:9]1)=[O:7])([CH3:4])([CH3:2])[CH3:3], predict the reactants needed to synthesize it. The reactants are: [C:1]([O:5][C:6]([N:8]1[CH2:13][CH2:12][N:11]([C:14]2[CH:19]=[CH:18][CH:17]=[CH:16][C:15]=2[O:20][CH:21]2[CH2:24][NH:23][CH2:22]2)[CH2:10][CH2:9]1)=[O:7])([CH3:4])([CH3:3])[CH3:2].[C:25](O)(=O)C.C=O.C(O[BH-](OC(=O)C)OC(=O)C)(=O)C.[Na+]. (6) The reactants are: C(N(S(F)(F)[F:7])CC)C.O[C:11]1([CH3:24])[CH2:15][CH2:14][CH2:13][CH:12]1[NH:16][C:17](=[O:23])[O:18][C:19]([CH3:22])([CH3:21])[CH3:20]. Given the product [F:7][C:11]1([CH3:24])[CH2:15][CH2:14][CH2:13][CH:12]1[NH:16][C:17](=[O:23])[O:18][C:19]([CH3:22])([CH3:21])[CH3:20], predict the reactants needed to synthesize it. (7) Given the product [Cl:2][C:3]1[CH:8]=[CH:7][CH:6]=[CH:5][C:4]=1[CH:9]1[N:13]([C:14]2[CH:19]=[CH:18][CH:17]=[C:16]([N:20]3[CH2:21][CH2:22][N:23]([S:39]([CH:36]4[CH2:38][CH2:37]4)(=[O:41])=[O:40])[CH2:24][CH2:25]3)[CH:15]=2)[N:12]=[C:11]([C:26]([C:28]([F:31])([F:30])[F:29])([C:32]([F:33])([F:35])[F:34])[OH:27])[CH2:10]1, predict the reactants needed to synthesize it. The reactants are: Cl.[Cl:2][C:3]1[CH:8]=[CH:7][CH:6]=[CH:5][C:4]=1[CH:9]1[N:13]([C:14]2[CH:19]=[CH:18][CH:17]=[C:16]([N:20]3[CH2:25][CH2:24][NH:23][CH2:22][CH2:21]3)[CH:15]=2)[N:12]=[C:11]([C:26]([C:32]([F:35])([F:34])[F:33])([C:28]([F:31])([F:30])[F:29])[OH:27])[CH2:10]1.[CH:36]1([S:39](Cl)(=[O:41])=[O:40])[CH2:38][CH2:37]1.C(N(CC)CC)C. (8) Given the product [Br:1][C:2]1[CH:3]=[C:4]2[C:9](=[CH:10][CH:11]=1)[N:8]=[C:7]([O:29][CH3:28])[C:6]([CH2:13][C:14]1[CH:15]=[N:16][C:17]([C:20]([F:23])([F:22])[F:21])=[CH:18][CH:19]=1)=[C:5]2[Cl:24], predict the reactants needed to synthesize it. The reactants are: [Br:1][C:2]1[CH:3]=[C:4]2[C:9](=[CH:10][CH:11]=1)[N:8]=[C:7](Cl)[C:6]([CH2:13][C:14]1[CH:15]=[N:16][C:17]([C:20]([F:23])([F:22])[F:21])=[CH:18][CH:19]=1)=[C:5]2[Cl:24].C[O-].[Na+].[C:28](=O)(O)[O-:29].[Na+]. (9) Given the product [OH:2][C:3]1[CH:25]=[CH:24][C:6]([CH:7]=[C:8]2[CH2:13][CH2:12][N:11]([C:14]([O:16][CH2:17][C:18]3[CH:19]=[CH:20][CH:21]=[CH:22][CH:23]=3)=[O:15])[CH2:10][CH2:9]2)=[CH:5][C:4]=1[N+:26]([O-:28])=[O:27], predict the reactants needed to synthesize it. The reactants are: C[O:2][C:3]1[CH:25]=[CH:24][C:6]([CH:7]=[C:8]2[CH2:13][CH2:12][N:11]([C:14]([O:16][CH2:17][C:18]3[CH:23]=[CH:22][CH:21]=[CH:20][CH:19]=3)=[O:15])[CH2:10][CH2:9]2)=[CH:5][C:4]=1[N+:26]([O-:28])=[O:27].B(Br)(Br)Br.C(=O)(O)[O-].[Na+].ClC(OCC1C=CC=CC=1)=O.N1CCCCC1. (10) Given the product [O:1]1[CH2:2][CH2:3][N:4]([C:7]2[CH:12]=[CH:11][C:10]([C:13]3[NH:35][C:16]4=[N:17][CH:18]=[CH:19][C:20]([C:21]5[CH:22]=[CH:23][C:24]([N:29]6[CH2:33][CH2:32][CH2:31][C:30]6=[O:34])=[C:25]([CH:28]=5)[C:26]#[N:27])=[C:15]4[CH:14]=3)=[CH:9][CH:8]=2)[CH2:5][CH2:6]1, predict the reactants needed to synthesize it. The reactants are: [O:1]1[CH2:6][CH2:5][N:4]([C:7]2[CH:12]=[CH:11][C:10]([C:13]3[N:35](S(C4C=CC=CC=4)(=O)=O)[C:16]4=[N:17][CH:18]=[CH:19][C:20]([C:21]5[CH:22]=[CH:23][C:24]([N:29]6[CH2:33][CH2:32][CH2:31][C:30]6=[O:34])=[C:25]([CH:28]=5)[C:26]#[N:27])=[C:15]4[CH:14]=3)=[CH:9][CH:8]=2)[CH2:3][CH2:2]1.C(=O)([O-])[O-].[Cs+].[Cs+].FC(F)(F)CO.